This data is from CYP2C9 inhibition data for predicting drug metabolism from PubChem BioAssay. The task is: Regression/Classification. Given a drug SMILES string, predict its absorption, distribution, metabolism, or excretion properties. Task type varies by dataset: regression for continuous measurements (e.g., permeability, clearance, half-life) or binary classification for categorical outcomes (e.g., BBB penetration, CYP inhibition). Dataset: cyp2c9_veith. The drug is O=C(O)Cc1c(O)ccc2ccccc12. The result is 0 (non-inhibitor).